Dataset: CYP1A2 inhibition data for predicting drug metabolism from PubChem BioAssay. Task: Regression/Classification. Given a drug SMILES string, predict its absorption, distribution, metabolism, or excretion properties. Task type varies by dataset: regression for continuous measurements (e.g., permeability, clearance, half-life) or binary classification for categorical outcomes (e.g., BBB penetration, CYP inhibition). Dataset: cyp1a2_veith. (1) The molecule is CC(C)(Sc1cc(C(C)(C)C)c(O)c(C(C)(C)C)c1)Sc1cc(C(C)(C)C)c(O)c(C(C)(C)C)c1. The result is 0 (non-inhibitor). (2) The drug is O=C(NCc1cccnc1)C1c2ccccc2C(=O)N1C1CCCCCCC1. The result is 1 (inhibitor). (3) The compound is O=C(COc1ccc(Cl)cc1)N1CCN(Cc2ccc3c(c2)OCO3)CC1. The result is 1 (inhibitor). (4) The compound is O=C(O)c1ccc(CNCc2ccccc2)cc1. The result is 0 (non-inhibitor). (5) The drug is CSC(=N)N. The result is 0 (non-inhibitor). (6) The molecule is CNc1nc(-c2ccccc2C(F)(F)F)nc2ccccc12. The result is 1 (inhibitor). (7) The drug is CC(=O)NC1(c2ccc(F)cc2)CCN(C(=O)Nc2ccc(F)cc2F)CC1. The result is 0 (non-inhibitor). (8) The compound is O=C(O)[C@H]([C@H]1NCCS1)N1Cc2ccccc2C1. The result is 0 (non-inhibitor).